Task: Predict the reaction yield, written as a fraction of the theoretical maximum amount of product (1.0 means a 100% yield; for example, 0.34 means a 34% yield).. Dataset: Reaction yield outcomes from USPTO patents with 853,638 reactions (1) The reactants are N#N.Br[C:4]1[C:13]2[C:8](=[CH:9][CH:10]=[CH:11][CH:12]=2)[C:7](=[O:14])[N:6]([CH3:15])[CH:5]=1.[CH3:16][N:17]1[CH:21]=[C:20](B(O)O)[CH:19]=[N:18]1.C([O-])([O-])=O.[Na+].[Na+]. The catalyst is O1CCOCC1.C1C=CC(P(C2C=CC=CC=2)[C-]2C=CC=C2)=CC=1.C1C=CC(P(C2C=CC=CC=2)[C-]2C=CC=C2)=CC=1.Cl[Pd]Cl.[Fe+2]. The product is [CH3:15][N:6]1[CH:5]=[C:4]([C:20]2[CH:19]=[N:18][N:17]([CH3:16])[CH:21]=2)[C:13]2[C:8](=[CH:9][CH:10]=[CH:11][CH:12]=2)[C:7]1=[O:14]. The yield is 0.510. (2) The reactants are [C:1]([N:8]1[CH2:13][CH2:12][CH:11]([CH2:14][CH2:15][OH:16])[CH2:10][CH2:9]1)([O:3][C:4]([CH3:7])([CH3:6])[CH3:5])=[O:2].CCN(CC)CC.[CH3:24][S:25](Cl)(=[O:27])=[O:26]. The catalyst is C(Cl)Cl. The product is [CH3:24][S:25]([O:16][CH2:15][CH2:14][CH:11]1[CH2:12][CH2:13][N:8]([C:1]([O:3][C:4]([CH3:7])([CH3:6])[CH3:5])=[O:2])[CH2:9][CH2:10]1)(=[O:27])=[O:26]. The yield is 1.00. (3) The reactants are Cl.Cl.[CH2:3]([C:5]1[N:9]([C:10]2[N:18]=[C:17]3[C:13]([N:14]=[C:15]([C:20]4([O:26][CH3:27])[CH2:25][CH2:24][CH2:23][NH:22][CH2:21]4)[N:16]3[CH3:19])=[C:12]([N:28]3[CH2:33][CH2:32][O:31][CH2:30][CH2:29]3)[N:11]=2)[C:8]2[CH:34]=[CH:35][CH:36]=[CH:37][C:7]=2[N:6]=1)[CH3:4].CCN(C(C)C)C(C)C.[CH3:47][S:48](Cl)(=[O:50])=[O:49]. The catalyst is C1COCC1. The product is [CH2:3]([C:5]1[N:9]([C:10]2[N:18]=[C:17]3[C:13]([N:14]=[C:15]([C:20]4([O:26][CH3:27])[CH2:25][CH2:24][CH2:23][N:22]([S:48]([CH3:47])(=[O:50])=[O:49])[CH2:21]4)[N:16]3[CH3:19])=[C:12]([N:28]3[CH2:29][CH2:30][O:31][CH2:32][CH2:33]3)[N:11]=2)[C:8]2[CH:34]=[CH:35][CH:36]=[CH:37][C:7]=2[N:6]=1)[CH3:4]. The yield is 0.260. (4) The reactants are [Al+3].[Cl-].[Cl-].[Cl-].[Br:5][C:6]1[C:10]([Br:11])=[CH:9][S:8][CH:7]=1.[C:12](Cl)(=[O:19])[C:13]1[CH:18]=[CH:17][CH:16]=[CH:15][CH:14]=1. The catalyst is C(Cl)Cl. The product is [C:12]([C:7]1[S:8][CH:9]=[C:10]([Br:11])[C:6]=1[Br:5])(=[O:19])[C:13]1[CH:18]=[CH:17][CH:16]=[CH:15][CH:14]=1. The yield is 0.920. (5) The reactants are [C:1]([O:5][C:6](=[O:22])[NH:7][C@H:8]([C:19](=O)[NH2:20])[CH2:9][C:10]1[CH:15]=[CH:14][C:13]([N+:16]([O-:18])=[O:17])=[CH:12][CH:11]=1)([CH3:4])([CH3:3])[CH3:2].COC1C=CC(P2(SP(C3C=CC(OC)=CC=3)(=S)S2)=[S:32])=CC=1. The catalyst is C1COCC1. The product is [C:1]([O:5][C:6](=[O:22])[NH:7][C@H:8]([C:19](=[S:32])[NH2:20])[CH2:9][C:10]1[CH:15]=[CH:14][C:13]([N+:16]([O-:18])=[O:17])=[CH:12][CH:11]=1)([CH3:4])([CH3:3])[CH3:2]. The yield is 0.830. (6) The reactants are C[O:2][C:3]([C:5]1([C:9]2[CH:14]=[CH:13][C:12]([NH:15][C:16]3[N:21]=[C:20]([NH:22][CH:23]4[CH2:26][CH2:25][CH2:24]4)[CH:19]=[C:18]([C:27]4[CH:32]=[CH:31][CH:30]=[CH:29][CH:28]=4)[N:17]=3)=[CH:11][CH:10]=2)[CH2:8][CH2:7][CH2:6]1)=[O:4].[OH-].[Na+]. The catalyst is CO. The product is [CH:23]1([NH:22][C:20]2[CH:19]=[C:18]([C:27]3[CH:28]=[CH:29][CH:30]=[CH:31][CH:32]=3)[N:17]=[C:16]([NH:15][C:12]3[CH:11]=[CH:10][C:9]([C:5]4([C:3]([OH:4])=[O:2])[CH2:6][CH2:7][CH2:8]4)=[CH:14][CH:13]=3)[N:21]=2)[CH2:26][CH2:25][CH2:24]1. The yield is 0.850.